From a dataset of Forward reaction prediction with 1.9M reactions from USPTO patents (1976-2016). Predict the product of the given reaction. (1) The product is: [OH:15][C:13]([CH:16]1[CH2:20][CH2:19][N:18]([C:21]([O:23][C:24]([CH3:25])([CH3:27])[CH3:26])=[O:22])[CH2:17]1)([C:9]1[S:8][CH:12]=[CH:11][N:10]=1)[CH3:14]. Given the reactants [Cl-].[Li+].C([Mg]Cl)(C)C.[S:8]1[CH:12]=[CH:11][N:10]=[CH:9]1.[C:13]([CH:16]1[CH2:20][CH2:19][N:18]([C:21]([O:23][C:24]([CH3:27])([CH3:26])[CH3:25])=[O:22])[CH2:17]1)(=[O:15])[CH3:14], predict the reaction product. (2) Given the reactants C1([N:7]2[CH2:11][C@@H:10]([C:12]3[CH:17]=[CH:16][CH:15]=[CH:14][CH:13]=3)[N:9]([CH:18]3[CH2:23][CH2:22][NH:21][CH2:20][CH2:19]3)[C:8]2=[O:24])CCCCC1.[CH:25]12[O:32][CH:29]([CH2:30][CH2:31]1)[CH2:28][C:27](=O)[CH2:26]2.C1(=O)CCCCC1, predict the reaction product. The product is: [CH:25]12[O:32][CH:29]([CH2:30][CH2:31]1)[CH2:28][CH:27]([N:7]1[CH2:11][C@@H:10]([C:12]3[CH:17]=[CH:16][CH:15]=[CH:14][CH:13]=3)[N:9]([CH:18]3[CH2:19][CH2:20][NH:21][CH2:22][CH2:23]3)[C:8]1=[O:24])[CH2:26]2. (3) Given the reactants [C:1]1([C:6]2[C:14]3[C:13]([C:15]#[N:16])=[CH:12][N:11]=[C:10]([O:17][CH3:18])[C:9]=3[N:8]([CH2:19][O:20][CH2:21][CH2:22][Si:23]([CH3:26])([CH3:25])[CH3:24])[CH:7]=2)[CH2:5][CH2:4][CH2:3][CH:2]=1, predict the reaction product. The product is: [CH:1]1([C:6]2[C:14]3[C:13]([C:15]#[N:16])=[CH:12][N:11]=[C:10]([O:17][CH3:18])[C:9]=3[N:8]([CH2:19][O:20][CH2:21][CH2:22][Si:23]([CH3:24])([CH3:26])[CH3:25])[CH:7]=2)[CH2:2][CH2:3][CH2:4][CH2:5]1. (4) Given the reactants [ClH:1].C(OCC)C.C(OC(=O)[NH:13][CH2:14][CH2:15][N:16]1[CH2:21][CH2:20][C:19]([F:23])([F:22])[CH2:18][CH2:17]1)(C)(C)C, predict the reaction product. The product is: [ClH:1].[ClH:1].[F:23][C:19]1([F:22])[CH2:18][CH2:17][N:16]([CH2:15][CH2:14][NH2:13])[CH2:21][CH2:20]1. (5) The product is: [O:40]=[Ce:5]=[O:2].[O-2:2].[Pr+3:18].[O-2:2].[O-2:2].[Pr+3:18].[O-2:2].[La+3:31].[O-2:2].[O-2:2].[La+3:31]. Given the reactants [N+]([O-])([O-])=[O:2].[Ce+3:5].[N+]([O-])([O-])=O.[N+]([O-])([O-])=O.[N+]([O-])([O-])=O.[Pr+3:18].[N+]([O-])([O-])=O.[N+]([O-])([O-])=O.[N+]([O-])([O-])=O.[La+3:31].[N+]([O-])([O-])=O.[N+]([O-])([O-])=O.[OH2:40].N.[Ce].[Pr].[La], predict the reaction product. (6) Given the reactants [C:1]([C:3]1[C:12]2[C:7](=[CH:8][CH:9]=[CH:10][CH:11]=2)[C:6]([NH:13][C@H:14]2[CH2:19][CH2:18][C@H:17](OS(C)(=O)=O)[CH2:16][CH2:15]2)=[CH:5][CH:4]=1)#[N:2].CC(C)([O-])C.[K+].[Cl:31]CCl, predict the reaction product. The product is: [ClH:31].[CH:17]12[N:13]([C:6]3[C:7]4[C:12](=[CH:11][CH:10]=[CH:9][CH:8]=4)[C:3]([C:1]#[N:2])=[CH:4][CH:5]=3)[CH:14]([CH2:19][CH2:18]1)[CH2:15][CH2:16]2.